Dataset: Reaction yield outcomes from USPTO patents with 853,638 reactions. Task: Predict the reaction yield, written as a fraction of the theoretical maximum amount of product (1.0 means a 100% yield; for example, 0.34 means a 34% yield). (1) The reactants are [ClH:1].[F:2][CH2:3][CH2:4][O:5][C:6]1[C:11]2[CH2:12][O:13][C@:14]3([CH3:26])[C@H:18]([C:10]=2[CH:9]=[CH:8][CH:7]=1)[CH2:17][N:16](C(OC(C)(C)C)=O)[CH2:15]3.CO. The catalyst is O1CCOCC1. The product is [ClH:1].[F:2][CH2:3][CH2:4][O:5][C:6]1[C:11]2[CH2:12][O:13][C@:14]3([CH3:26])[C@H:18]([C:10]=2[CH:9]=[CH:8][CH:7]=1)[CH2:17][NH:16][CH2:15]3. The yield is 0.960. (2) The reactants are [C:9](O[C:9]([O:11][C:12]([CH3:15])([CH3:14])[CH3:13])=[O:10])([O:11][C:12]([CH3:15])([CH3:14])[CH3:13])=[O:10].C(N(CC)CC)C.[NH2:23][C:24]1([CH2:39][C:40]([O:42][CH2:43][CH3:44])=[O:41])[CH2:28][CH2:27][N:26]([C:29]([O:31][CH2:32][C:33]2[CH:38]=[CH:37][CH:36]=[CH:35][CH:34]=2)=[O:30])[CH2:25]1.Cl. The catalyst is C1COCC1. The product is [C:12]([O:11][C:9]([NH:23][C:24]1([CH2:39][C:40]([O:42][CH2:43][CH3:44])=[O:41])[CH2:28][CH2:27][N:26]([C:29]([O:31][CH2:32][C:33]2[CH:34]=[CH:35][CH:36]=[CH:37][CH:38]=2)=[O:30])[CH2:25]1)=[O:10])([CH3:13])([CH3:14])[CH3:15]. The yield is 0.170. (3) The reactants are [Br:1][C:2]1[CH:3]=[C:4]([NH:10][C:11]2[CH:16]=[CH:15][C:14]([N:17]3[CH2:22][CH2:21][NH:20][CH2:19][C@H:18]3[CH3:23])=[CH:13][N:12]=2)[C:5](=[O:9])[N:6]([CH3:8])[CH:7]=1.C=O.[BH3-][C:27]#N.[Na+].O. The catalyst is CO.C(O)(=O)C. The product is [Br:1][C:2]1[CH:3]=[C:4]([NH:10][C:11]2[CH:16]=[CH:15][C:14]([N:17]3[CH2:22][CH2:21][N:20]([CH3:27])[CH2:19][C@H:18]3[CH3:23])=[CH:13][N:12]=2)[C:5](=[O:9])[N:6]([CH3:8])[CH:7]=1. The yield is 0.920. (4) The reactants are [NH2:1][C:2]1([C:21](O)=[O:22])[CH2:6][CH:5]([C:7]2[CH:12]=[CH:11][C:10]([CH2:13][CH2:14][CH2:15][CH2:16][CH2:17][CH2:18][CH2:19][CH3:20])=[CH:9][CH:8]=2)[O:4][CH2:3]1.[H-].[Al+3].[Li+].[H-].[H-].[H-]. The catalyst is C1COCC1. The product is [NH2:1][C:2]1([CH2:21][OH:22])[CH2:6][CH:5]([C:7]2[CH:12]=[CH:11][C:10]([CH2:13][CH2:14][CH2:15][CH2:16][CH2:17][CH2:18][CH2:19][CH3:20])=[CH:9][CH:8]=2)[O:4][CH2:3]1. The yield is 0.425. (5) The reactants are [N+:1]([C:4]1[CH:9]=[CH:8][CH:7]=[C:6]([N+:10]([O-])=O)[C:5]=1[OH:13])([O-:3])=[O:2]. The catalyst is C(OCC)(=O)C. The product is [NH2:10][C:6]1[CH:7]=[CH:8][CH:9]=[C:4]([N+:1]([O-:3])=[O:2])[C:5]=1[OH:13]. The yield is 0.480. (6) The reactants are [Cl:1][C:2]1[CH:3]=[C:4]([C:8]2[N:9]=[C:10]([CH2:17][C:18]3[CH:23]=[CH:22][C:21]([CH2:24][C:25]([O:27]C)=O)=[CH:20][CH:19]=3)[C:11]3[CH2:16][CH2:15][CH2:14][C:12]=3[N:13]=2)[CH:5]=[CH:6][CH:7]=1.[Cl-].[NH4+:30].N. The catalyst is CO. The product is [Cl:1][C:2]1[CH:3]=[C:4]([C:8]2[N:9]=[C:10]([CH2:17][C:18]3[CH:23]=[CH:22][C:21]([CH2:24][C:25]([NH2:30])=[O:27])=[CH:20][CH:19]=3)[C:11]3[CH2:16][CH2:15][CH2:14][C:12]=3[N:13]=2)[CH:5]=[CH:6][CH:7]=1. The yield is 0.710. (7) The reactants are [Cl:1][C:2]1[CH:7]=[C:6]([Cl:8])[CH:5]=[CH:4][C:3]=1[C:9]1[N:10]=[C:11]([C:14]2([C:17]3[CH:22]=[CH:21][C:20]([O:23][CH3:24])=[CH:19][CH:18]=3)[CH2:16][CH2:15]2)[NH:12][CH:13]=1.Br[CH2:26][C:27]1[CH:36]=[CH:35][C:30]([C:31]([O:33][CH3:34])=[O:32])=[CH:29][CH:28]=1. No catalyst specified. The product is [CH3:34][O:33][C:31](=[O:32])[C:30]1[CH:35]=[CH:36][C:27]([CH2:26][N:12]2[CH:13]=[C:9]([C:3]3[CH:4]=[CH:5][C:6]([Cl:8])=[CH:7][C:2]=3[Cl:1])[N:10]=[C:11]2[C:14]2([C:17]3[CH:18]=[CH:19][C:20]([O:23][CH3:24])=[CH:21][CH:22]=3)[CH2:15][CH2:16]2)=[CH:28][CH:29]=1. The yield is 0.590. (8) The reactants are Br[C:2]1[C:13]([CH3:14])=[CH:12][C:5]([O:6][C@@H:7]2[CH2:11][CH2:10][O:9][CH2:8]2)=[CH:4][C:3]=1[CH3:15].[C:16](=[O:19])(O)[O-].[Na+].O.Cl.O1[CH2:28][CH2:27][O:26][CH2:25][CH2:24]1. The catalyst is C1C=CC(P(C2C=CC=CC=2)[C-]2C=CC=C2)=CC=1.C1C=CC(P(C2C=CC=CC=2)[C-]2C=CC=C2)=CC=1.Cl[Pd]Cl.[Fe+2]. The product is [CH2:25]([O:26][C:27]1[CH:28]=[CH:10][C:11]([C:2]2[C:13]([CH3:14])=[CH:12][C:5]([O:6][C@@H:7]3[CH2:11][CH2:10][O:9][CH2:8]3)=[CH:4][C:3]=2[CH3:15])=[CH:7][C:8]=1[CH2:16][OH:19])[C:24]1[CH:12]=[CH:13][CH:2]=[CH:3][CH:4]=1. The yield is 0.637. (9) The reactants are [NH2:1][C:2]1[CH:3]=[C:4]([CH:25]=[CH:26][C:27]=1[NH2:28])[C:5]([N:7]1[CH2:12][CH2:11][C:10]2([CH2:20][C:19](=[O:21])[C:18]3[N:17]([CH:22]([CH3:24])[CH3:23])[N:16]=[CH:15][C:14]=3[CH2:13]2)[CH2:9][CH2:8]1)=[O:6].[N:29]([CH3:32])=[C:30]=[S:31]. The catalyst is O1CCCC1. The product is [NH2:1][C:2]1[CH:3]=[C:4]([C:5]([N:7]2[CH2:12][CH2:11][C:10]3([CH2:20][C:19](=[O:21])[C:18]4[N:17]([CH:22]([CH3:24])[CH3:23])[N:16]=[CH:15][C:14]=4[CH2:13]3)[CH2:9][CH2:8]2)=[O:6])[CH:25]=[CH:26][C:27]=1[NH:28][C:30]([NH:29][CH3:32])=[S:31]. The yield is 0.270.